From a dataset of Reaction yield outcomes from USPTO patents with 853,638 reactions. Predict the reaction yield, written as a fraction of the theoretical maximum amount of product (1.0 means a 100% yield; for example, 0.34 means a 34% yield). The reactants are [Na+].[CH2:2]([O:5][C:6]1([CH3:35])[CH2:11][CH2:10][N:9]([C:12]2[N:17]3[CH:18]=[C:19]([C:21]([O-:23])=O)[N:20]=[C:16]3[CH:15]=[C:14]([CH3:24])[C:13]=2[C@H:25]([O:30][C:31]([CH3:34])([CH3:33])[CH3:32])[C:26]([O:28][CH3:29])=[O:27])[CH2:8][CH2:7]1)[CH:3]=[CH2:4].[CH2:36]([O:40][C:41]1[CH:48]=[CH:47][C:46]([F:49])=[CH:45][C:42]=1[CH2:43][NH2:44])[CH2:37][CH:38]=[CH2:39].C(OC1C=CC=CC=1CNC(C1N=C2C=C(C)C([C@H](OC(C)(C)C)C(OC)=O)=C(N3CCC(CCC=C)(C)CC3)N2C=1)=O)C=C. No catalyst specified. The product is [CH2:36]([O:40][C:41]1[CH:48]=[CH:47][C:46]([F:49])=[CH:45][C:42]=1[CH2:43][NH:44][C:21]([C:19]1[N:20]=[C:16]2[CH:15]=[C:14]([CH3:24])[C:13]([C@H:25]([O:30][C:31]([CH3:32])([CH3:34])[CH3:33])[C:26]([O:28][CH3:29])=[O:27])=[C:12]([N:9]3[CH2:10][CH2:11][C:6]([CH3:35])([O:5][CH2:2][CH:3]=[CH2:4])[CH2:7][CH2:8]3)[N:17]2[CH:18]=1)=[O:23])[CH2:37][CH:38]=[CH2:39]. The yield is 0.610.